This data is from Full USPTO retrosynthesis dataset with 1.9M reactions from patents (1976-2016). The task is: Predict the reactants needed to synthesize the given product. (1) The reactants are: [CH:1]([C:3]1[CH:4]=[N:5][CH:6]=[CH:7][C:8]=1[C:9]1[CH:10]=[C:11]([CH:14]=[CH:15][CH:16]=1)[C:12]#[N:13])=[O:2].[F:17][C:18]1[CH:23]=[CH:22][C:21]([Mg]Br)=[CH:20][CH:19]=1. Given the product [F:17][C:18]1[CH:23]=[CH:22][C:21]([CH:1]([OH:2])[C:3]2[CH:4]=[N:5][CH:6]=[CH:7][C:8]=2[C:9]2[CH:10]=[C:11]([CH:14]=[CH:15][CH:16]=2)[C:12]#[N:13])=[CH:20][CH:19]=1, predict the reactants needed to synthesize it. (2) Given the product [Si:1]([O:8][CH2:9][C:10]1[CH:11]=[N:12][CH:13]=[CH:14][C:15]=1[NH:16][C:24](=[O:25])[O:26][C:27]1[CH:32]=[CH:31][CH:30]=[CH:29][CH:28]=1)([C:4]([CH3:7])([CH3:6])[CH3:5])([CH3:3])[CH3:2], predict the reactants needed to synthesize it. The reactants are: [Si:1]([O:8][CH2:9][C:10]1[CH:11]=[N:12][CH:13]=[CH:14][C:15]=1[NH2:16])([C:4]([CH3:7])([CH3:6])[CH3:5])([CH3:3])[CH3:2].N1C=CC=CC=1.Cl[C:24]([O:26][C:27]1[CH:32]=[CH:31][CH:30]=[CH:29][CH:28]=1)=[O:25].